This data is from Full USPTO retrosynthesis dataset with 1.9M reactions from patents (1976-2016). The task is: Predict the reactants needed to synthesize the given product. (1) Given the product [CH:1]([C:4]1[CH:5]=[CH:6][C:7]([N:10]([CH2:30][CH2:31][CH2:32][C:33]2[CH:34]=[CH:35][C:36]([O:39][CH3:40])=[CH:37][CH:38]=2)[C:11]([CH:13]2[C:22]3[C:17](=[CH:18][CH:19]=[C:20]([O:23][CH3:24])[CH:21]=3)[CH2:16][CH2:15][CH2:14]2)=[O:12])=[CH:8][CH:9]=1)([CH3:3])[CH3:2], predict the reactants needed to synthesize it. The reactants are: [CH:1]([C:4]1[CH:9]=[CH:8][C:7]([NH:10][C:11]([CH:13]2[C:22]3[C:17](=[CH:18][CH:19]=[C:20]([O:23][CH3:24])[CH:21]=3)[CH2:16][CH2:15][CH2:14]2)=[O:12])=[CH:6][CH:5]=1)([CH3:3])[CH3:2].CS(O[CH2:30][CH2:31][CH2:32][C:33]1[CH:38]=[CH:37][C:36]([O:39][CH3:40])=[CH:35][CH:34]=1)(=O)=O. (2) Given the product [Cl:12][CH2:8][CH2:7][C:5]1[CH:6]=[N:1][CH:2]=[N:3][CH:4]=1, predict the reactants needed to synthesize it. The reactants are: [N:1]1[CH:6]=[C:5]([CH2:7][CH2:8]O)[CH:4]=[N:3][CH:2]=1.S(Cl)([Cl:12])=O.C([O-])(O)=O.[Na+]. (3) Given the product [Cl:1][C:2]1[N:7]=[C:6]([NH:19][C:16]2[CH:17]=[CH:18][C:13]([I:12])=[CH:14][CH:15]=2)[C:5]([N+:9]([O-:11])=[O:10])=[CH:4][N:3]=1, predict the reactants needed to synthesize it. The reactants are: [Cl:1][C:2]1[N:7]=[C:6](Cl)[C:5]([N+:9]([O-:11])=[O:10])=[CH:4][N:3]=1.[I:12][C:13]1[CH:18]=[CH:17][C:16]([NH2:19])=[CH:15][CH:14]=1.C(N(CC)CC)C.